This data is from Cav3 T-type calcium channel HTS with 100,875 compounds. The task is: Binary Classification. Given a drug SMILES string, predict its activity (active/inactive) in a high-throughput screening assay against a specified biological target. (1) The compound is O(c1ccc(CCNC(=O)c2cccnc2)cc1)C. The result is 0 (inactive). (2) The drug is OC12C3C(C4(C(O)(CC3)CC(OC3OC(C(O)C(O)C3O)C)CC4O)CO)C(O)CC1(C(CC2)C=1COC(=O)C1)C. The result is 0 (inactive). (3) The drug is O1CCN(CC1)CC(=O)c1cc2[nH]ccc2cc1. The result is 0 (inactive). (4) The drug is Brc1cc(C2N(C(=O)c3oc4c(c(=O)c23)cc(cc4)C)Cc2occc2)ccc1. The result is 0 (inactive).